This data is from Reaction yield outcomes from USPTO patents with 853,638 reactions. The task is: Predict the reaction yield, written as a fraction of the theoretical maximum amount of product (1.0 means a 100% yield; for example, 0.34 means a 34% yield). (1) The reactants are [C:1]1([Mg]Br)[CH:6]=[CH:5][CH:4]=[CH:3][CH:2]=1.Cl[C:10]1[CH:19]=[CH:18][C:17]2[C:12](=[CH:13][CH:14]=[CH:15][CH:16]=2)[N:11]=1. The yield is 0.710. The product is [C:1]1([C:10]2[CH:19]=[CH:18][C:17]3[C:12](=[CH:13][CH:14]=[CH:15][CH:16]=3)[N:11]=2)[CH:6]=[CH:5][CH:4]=[CH:3][CH:2]=1. The catalyst is C1COCC1. (2) The reactants are [C:1](O[C:1]([O:3][C:4]([CH3:7])([CH3:6])[CH3:5])=[O:2])([O:3][C:4]([CH3:7])([CH3:6])[CH3:5])=[O:2].C(=O)([O-])[O-].[Na+].[Na+].Cl.[NH2:23][OH:24]. The catalyst is O1CCCC1.O. The product is [OH:24][NH:23][C:1](=[O:2])[O:3][C:4]([CH3:7])([CH3:6])[CH3:5]. The yield is 0.670. (3) The reactants are C[Si]([N-][Si](C)(C)C)(C)C.[Li+].[C:11]([O:15][C:16](=[O:30])[NH:17][C@@H:18]1[C:24](=[O:25])[NH:23][C:22]2[CH:26]=[CH:27][CH:28]=[CH:29][C:21]=2[O:20][CH2:19]1)([CH3:14])([CH3:13])[CH3:12].Cl[CH2:32][C:33]1[C:42]2[C:37](=[CH:38][CH:39]=[CH:40][CH:41]=2)[CH:36]=[CH:35][C:34]=1[CH3:43].[Na+].[I-]. The catalyst is C1COCC1. The product is [CH3:43][C:34]1[CH:35]=[CH:36][C:37]2[C:42](=[CH:41][CH:40]=[CH:39][CH:38]=2)[C:33]=1[CH2:32][N:23]1[C:24](=[O:25])[C@@H:18]([NH:17][C:16](=[O:30])[O:15][C:11]([CH3:14])([CH3:12])[CH3:13])[CH2:19][O:20][C:21]2[CH:29]=[CH:28][CH:27]=[CH:26][C:22]1=2. The yield is 0.750. (4) The catalyst is O1CCOCC1. The reactants are [NH:1]1[CH2:6][CH2:5][NH:4][CH2:3][CH2:2]1.[C:7]([NH:10][C:11]1[N:12]=[C:13](C2N=CNN=2)[C:14]2[N:20]=[C:19]([C:21]3[CH:26]=[CH:25][C:24]([O:27][CH3:28])=[C:23]([O:29][CH3:30])[CH:22]=3)[CH:18]=[CH:17][C:15]=2[N:16]=1)(=[O:9])[CH3:8]. The product is [C:7]([NH:10][C:11]1[N:12]=[C:13]([N:1]2[CH2:6][CH2:5][NH:4][CH2:3][CH2:2]2)[C:14]2[N:20]=[C:19]([C:21]3[CH:26]=[CH:25][C:24]([O:27][CH3:28])=[C:23]([O:29][CH3:30])[CH:22]=3)[CH:18]=[CH:17][C:15]=2[N:16]=1)(=[O:9])[CH3:8]. The yield is 0.790. (5) The reactants are [CH2:1]([O:3][C:4]1[C:16]([CH:17]([CH3:19])[CH3:18])=[CH:15][CH:14]=[CH:13][C:5]=1[CH2:6][N:7]([CH3:12])[C:8](=[O:11])[CH:9]=[CH2:10])[CH3:2].C(N(C(C)C)CC)(C)C.Br[C:30]1[CH:50]=[N:49][C:33]2[NH:34][C:35](=[O:48])[CH2:36][N:37]([CH2:39][C:40]3[CH:45]=[CH:44][C:43]([O:46][CH3:47])=[CH:42][CH:41]=3)[CH2:38][C:32]=2[CH:31]=1.CC1C=CC=CC=1P(C1C=CC=CC=1C)C1C=CC=CC=1C. The catalyst is C(#N)CC.CN(C=O)C.CC([O-])=O.CC([O-])=O.[Pd+2]. The product is [CH2:1]([O:3][C:4]1[C:16]([CH:17]([CH3:18])[CH3:19])=[CH:15][CH:14]=[CH:13][C:5]=1[CH2:6][N:7]([CH3:12])[C:8](=[O:11])/[CH:9]=[CH:10]/[C:30]1[CH:50]=[N:49][C:33]2[NH:34][C:35](=[O:48])[CH2:36][N:37]([CH2:39][C:40]3[CH:45]=[CH:44][C:43]([O:46][CH3:47])=[CH:42][CH:41]=3)[CH2:38][C:32]=2[CH:31]=1)[CH3:2]. The yield is 0.440. (6) The catalyst is CN(C=O)C. The reactants are [O:1]([CH2:8][C@@H:9]1[CH2:13][CH2:12][CH2:11][N:10]1[S:14]([C:17]1[CH:18]=[C:19]2[C:23](=[CH:24][CH:25]=1)[NH:22][C:21](=[O:26])[C:20]2=[O:27])(=[O:16])=[O:15])[C:2]1[CH:7]=[CH:6][CH:5]=[CH:4][CH:3]=1.[H-].[Na+].IC.[CH3:32]COCC. The product is [CH3:32][N:22]1[C:23]2[C:19](=[CH:18][C:17]([S:14]([N:10]3[CH2:11][CH2:12][CH2:13][C@H:9]3[CH2:8][O:1][C:2]3[CH:7]=[CH:6][CH:5]=[CH:4][CH:3]=3)(=[O:16])=[O:15])=[CH:25][CH:24]=2)[C:20](=[O:27])[C:21]1=[O:26]. The yield is 0.430. (7) The reactants are [CH3:1][O:2][C:3]([C:5]1[CH:14]=[C:13]2[C:8]([CH:9]=[CH:10][C:11]([C:15]([F:18])([F:17])[F:16])=[N:12]2)=[C:7]([OH:19])[C:6]=1[N+:20]([O-:22])=[O:21])=[O:4].[CH3:23]N(C)C1C2C(=CC=CC=2N(C)C)C=CC=1.C[O+](C)C.F[B-](F)(F)F. The product is [CH3:1][O:2][C:3]([C:5]1[CH:14]=[C:13]2[C:8]([CH:9]=[CH:10][C:11]([C:15]([F:17])([F:18])[F:16])=[N:12]2)=[C:7]([O:19][CH3:23])[C:6]=1[N+:20]([O-:22])=[O:21])=[O:4]. The yield is 0.760. The catalyst is C(Cl)Cl. (8) The reactants are [Cl:1][C:2]1[C:3]([C:14]([F:17])([F:16])[F:15])=[N:4][N:5]([C:8]([CH3:13])([CH3:12])[C:9]([OH:11])=O)[C:6]=1[CH3:7].[F:18][C:19]1[CH:24]=[CH:23][C:22]([N:25]2[C:33]3[CH2:32][CH2:31][CH2:30][NH:29][C:28]=3[CH:27]=[N:26]2)=[CH:21][CH:20]=1. No catalyst specified. The product is [Cl:1][C:2]1[C:3]([C:14]([F:17])([F:16])[F:15])=[N:4][N:5]([C:8]([CH3:13])([CH3:12])[C:9]([N:29]2[CH2:30][CH2:31][CH2:32][C:33]3[N:25]([C:22]4[CH:23]=[CH:24][C:19]([F:18])=[CH:20][CH:21]=4)[N:26]=[CH:27][C:28]2=3)=[O:11])[C:6]=1[CH3:7]. The yield is 0.680.